Dataset: Forward reaction prediction with 1.9M reactions from USPTO patents (1976-2016). Task: Predict the product of the given reaction. (1) Given the reactants [CH2:1]([O:3][C:4]([C:6]1[O:7][C:8]2[CH:14]=[C:13]([OH:15])[CH:12]=[CH:11][C:9]=2[CH:10]=1)=[O:5])[CH3:2].II.C[C:19]([CH3:22])([O-])[CH3:20].[K+].O.O1C[CH2:28][CH2:27][CH2:26]1, predict the reaction product. The product is: [CH2:1]([O:3][C:4]([C:6]1[O:7][C:8]2[CH:14]=[C:13]([O:15][C:20]3[CH:19]=[CH:22][CH:28]=[CH:27][CH:26]=3)[CH:12]=[CH:11][C:9]=2[CH:10]=1)=[O:5])[CH3:2]. (2) Given the reactants [CH3:1][C:2]1[C:6]2[C:7](=[O:19])[N:8]([CH2:11][CH2:12][N:13]3[CH2:18][CH2:17][CH2:16][CH2:15][CH2:14]3)[CH2:9][CH2:10][C:5]=2[NH:4][C:3]=1[CH:20]=O.[Cl:22][C:23]1[C:24]([F:39])=[C:25]([C:29]2[CH:37]=[CH:36][CH:35]=[C:34]3[C:30]=2[CH2:31][C:32](=[O:38])[NH:33]3)[CH:26]=[CH:27][CH:28]=1, predict the reaction product. The product is: [Cl:22][C:23]1[C:24]([F:39])=[C:25]([C:29]2[CH:37]=[CH:36][CH:35]=[C:34]3[C:30]=2[C:31](=[CH:20][C:3]2[NH:4][C:5]4[CH2:10][CH2:9][N:8]([CH2:11][CH2:12][N:13]5[CH2:14][CH2:15][CH2:16][CH2:17][CH2:18]5)[C:7](=[O:19])[C:6]=4[C:2]=2[CH3:1])[C:32](=[O:38])[NH:33]3)[CH:26]=[CH:27][CH:28]=1. (3) Given the reactants [CH3:1][C:2]1[O:6][C:5]([C:7]2[CH:12]=[CH:11][C:10]([CH3:13])=[CH:9][CH:8]=2)=[N:4][C:3]=1[CH2:14][O:15][C@@H:16]1[CH2:21][CH2:20][CH2:19][C@H:18]([CH2:22][NH:23][CH2:24][C:25]([O:27]C(C)C)=[O:26])[CH2:17]1.[CH:31](=O)[C:32]1[CH:37]=[CH:36][CH:35]=[CH:34][CH:33]=1.[O-]S([O-])(=O)=O.[Mg+2].[B-](OC(C)=O)(OC(C)=O)OC(C)=O.[Na+], predict the reaction product. The product is: [CH2:31]([N:23]([CH2:22][C@H:18]1[CH2:19][CH2:20][CH2:21][C@@H:16]([O:15][CH2:14][C:3]2[N:4]=[C:5]([C:7]3[CH:8]=[CH:9][C:10]([CH3:13])=[CH:11][CH:12]=3)[O:6][C:2]=2[CH3:1])[CH2:17]1)[CH2:24][C:25]([OH:27])=[O:26])[C:32]1[CH:37]=[CH:36][CH:35]=[CH:34][CH:33]=1. (4) Given the reactants [Cl:1][C:2]1[CH:9]=[C:8]([OH:10])[CH:7]=[C:6]([Cl:11])[C:3]=1[CH:4]=[O:5].[C:12]([O-:15])([O-])=O.[K+].[K+], predict the reaction product. The product is: [Cl:1][C:2]1[CH:9]=[C:8]([O:10][CH2:4][C:3]2[CH:6]=[CH:7][C:8]([O:15][CH3:12])=[CH:9][CH:2]=2)[CH:7]=[C:6]([Cl:11])[C:3]=1[CH:4]=[O:5]. (5) Given the reactants [CH:1]12[CH2:8][CH2:7][CH:4]([CH2:5][CH2:6]1)[CH2:3][C:2]2=[O:9].[C:10](OCC)(=[O:16])[C:11]([O:13][CH2:14][CH3:15])=[O:12].[H-].[Na+].CCO, predict the reaction product. The product is: [OH:16][C:10](=[C:3]1[C:2](=[O:9])[CH:1]2[CH2:8][CH2:7][CH:4]1[CH2:5][CH2:6]2)[C:11]([O:13][CH2:14][CH3:15])=[O:12]. (6) Given the reactants [Cl:1][C:2]1[CH:7]=[CH:6][C:5]([C:8]2[C:16]3[O:15][CH:14]([CH2:17][OH:18])[CH2:13][C:12]=3[CH:11]=[CH:10][CH:9]=2)=[C:4]([CH3:19])[CH:3]=1.[C:20]1([CH3:30])[CH:25]=[CH:24][C:23]([S:26](Cl)(=[O:28])=[O:27])=[CH:22][CH:21]=1.CC1C=CC(S(OCC2CC3C(C(F)(F)F)=CC=C(Cl)C=3O2)(=O)=O)=CC=1, predict the reaction product. The product is: [CH3:30][C:20]1[CH:25]=[CH:24][C:23]([S:26]([O:18][CH2:17][CH:14]2[CH2:13][C:12]3[CH:11]=[CH:10][CH:9]=[C:8]([C:5]4[CH:6]=[CH:7][C:2]([Cl:1])=[CH:3][C:4]=4[CH3:19])[C:16]=3[O:15]2)(=[O:28])=[O:27])=[CH:22][CH:21]=1. (7) Given the reactants [C:1]([C:5]1[CH:6]=[C:7]([C:11]([N:13]([C:26]2[C:31]([N+:32]([O-])=O)=[CH:30][CH:29]=[C:28]([C:35]3[CH:40]=[CH:39][CH:38]=[CH:37][C:36]=3[C:41]([F:44])([F:43])[F:42])[N:27]=2)C(C2N(C)N=C(C(C)(C)C)C=2)=O)=O)[N:8]([CH3:10])[N:9]=1)([CH3:4])([CH3:3])[CH3:2], predict the reaction product. The product is: [C:1]([C:5]1[CH:6]=[C:7]([C:11]2[NH:32][C:31]3[C:26]([N:13]=2)=[N:27][C:28]([C:35]2[CH:40]=[CH:39][CH:38]=[CH:37][C:36]=2[C:41]([F:43])([F:42])[F:44])=[CH:29][CH:30]=3)[N:8]([CH3:10])[N:9]=1)([CH3:3])([CH3:4])[CH3:2]. (8) Given the reactants C(NC(C)C)(C)C.C([Li])CCC.[C:13]([O:17][C:18]([N:20]1[CH2:25][CH2:24][C:23](=[O:26])[CH2:22][CH2:21]1)=[O:19])([CH3:16])([CH3:15])[CH3:14].C1C=CC(N([S:34]([C:37]([F:40])([F:39])[F:38])(=[O:36])=[O:35])[S:34]([C:37]([F:40])([F:39])[F:38])(=[O:36])=[O:35])=CC=1, predict the reaction product. The product is: [C:18]([N:20]1[CH2:21][CH:22]=[C:23]([O:26][S:34]([C:37]([F:40])([F:39])[F:38])(=[O:36])=[O:35])[CH2:24][CH2:25]1)([O:17][C:13]([CH3:16])([CH3:14])[CH3:15])=[O:19]. (9) Given the reactants Br[CH:2]1[CH2:10][C:9]2[C:4](=[CH:5][CH:6]=[C:7]([Cl:11])[CH:8]=2)[C:3]1=[O:12].[C:13]([NH2:21])(=[S:20])[C:14]1[CH:19]=[CH:18][CH:17]=[CH:16][CH:15]=1.C(OCC)(=O)C.C(=O)(O)[O-].[Na+], predict the reaction product. The product is: [Cl:11][C:7]1[CH:6]=[CH:5][C:4]2[C:3]3([OH:12])[N:21]=[C:13]([C:14]4[CH:19]=[CH:18][CH:17]=[CH:16][CH:15]=4)[S:20][CH:2]3[CH2:10][C:9]=2[CH:8]=1.